From a dataset of Retrosynthesis with 50K atom-mapped reactions and 10 reaction types from USPTO. Predict the reactants needed to synthesize the given product. (1) Given the product Cc1sc(C)c(C(=O)N[C@@H](C)c2ccc(C(=O)NS(=O)(=O)c3ccccc3)cc2)c1Cc1ccc(C(F)(F)F)cc1, predict the reactants needed to synthesize it. The reactants are: Cc1sc(C)c(C(=O)N[C@@H](C)c2ccc(C(=O)O)cc2)c1Cc1ccc(C(F)(F)F)cc1.NS(=O)(=O)c1ccccc1. (2) Given the product CC(C)(C)OC(=O)N1CCN(Cc2cccc(Br)c2)CC1, predict the reactants needed to synthesize it. The reactants are: BrCc1cccc(Br)c1.CC(C)(C)OC(=O)N1CCNCC1.